This data is from Reaction yield outcomes from USPTO patents with 853,638 reactions. The task is: Predict the reaction yield, written as a fraction of the theoretical maximum amount of product (1.0 means a 100% yield; for example, 0.34 means a 34% yield). (1) The reactants are C(OC(=O)[CH2:5][O:6][C@H:7]1[CH2:12][CH2:11][C@H:10]([N:13]2[C:18](=[O:19])[C:17]([CH2:20][C:21]3[CH:26]=[CH:25][C:24]([C:27]4[CH:32]=[CH:31][CH:30]=[CH:29][C:28]=4[C:33]#[N:34])=[CH:23][C:22]=3[O:35][CH3:36])=[C:16]([CH2:37][CH2:38][CH3:39])[N:15]3[N:40]=[CH:41][CH:42]=[C:14]23)[CH2:9][CH2:8]1)C.[CH3:44][Mg]Br.C([O:50][CH2:51][CH3:52])(=O)C. The catalyst is O1CCCC1. The product is [OH:50][C:51]([CH3:52])([CH3:44])[CH2:5][O:6][C@H:7]1[CH2:8][CH2:9][C@H:10]([N:13]2[C:18](=[O:19])[C:17]([CH2:20][C:21]3[CH:26]=[CH:25][C:24]([C:27]4[C:28]([C:33]#[N:34])=[CH:29][CH:30]=[CH:31][CH:32]=4)=[CH:23][C:22]=3[O:35][CH3:36])=[C:16]([CH2:37][CH2:38][CH3:39])[N:15]3[N:40]=[CH:41][CH:42]=[C:14]23)[CH2:11][CH2:12]1. The yield is 0.870. (2) The reactants are [NH2:1][C:2]1[CH:15]=[CH:14][C:13]2[C:12](=[O:16])[C:11]3[C:6](=[CH:7][C:8]([NH2:17])=[CH:9][CH:10]=3)[C:5](=[O:18])[C:4]=2[CH:3]=1.N1[CH:24]=[CH:23][CH:22]=[CH:21]C=1.[C:25](Cl)(=[O:29])[CH2:26][CH2:27][CH3:28].CN(C)C=[O:34]. No catalyst specified. The product is [C:25]([NH:1][C:2]1[CH:15]=[CH:14][C:13]2[C:12](=[O:16])[C:11]3[C:6](=[CH:7][C:8]([NH:17][C:24](=[O:34])[CH2:23][CH2:22][CH3:21])=[CH:9][CH:10]=3)[C:5](=[O:18])[C:4]=2[CH:3]=1)(=[O:29])[CH2:26][CH2:27][CH3:28]. The yield is 0.630. (3) The reactants are [CH3:1][O:2][C:3]1[CH:4]=[C:5](/[C:11](=[CH:14]/[C:15]2[O:16][C:17]([C:20]3[CH:25]=[CH:24][CH:23]=[C:22]([N+:26]([O-])=O)[CH:21]=3)=[CH:18][CH:19]=2)/[C:12]#[N:13])[CH:6]=[CH:7][C:8]=1[O:9][CH3:10]. The catalyst is [Zn].C(O)(=O)C. The product is [NH2:26][C:22]1[CH:21]=[C:20]([C:17]2[O:16][C:15](/[CH:14]=[C:11](/[C:5]3[CH:6]=[CH:7][C:8]([O:9][CH3:10])=[C:3]([O:2][CH3:1])[CH:4]=3)\[C:12]#[N:13])=[CH:19][CH:18]=2)[CH:25]=[CH:24][CH:23]=1. The yield is 0.240. (4) The product is [NH2:1][C:2]1[CH:10]=[CH:9][C:5]([C:6]([N:15]2[C@@H:16]3[C@@H:21]([C:20]4[CH:22]=[CH:23][CH:24]=[CH:25][C:19]=4[CH2:18][CH2:17]3)[CH2:12][CH2:13][CH2:14]2)=[O:8])=[CH:4][C:3]=1[F:11]. The reactants are [NH2:1][C:2]1[CH:10]=[CH:9][C:5]([C:6]([OH:8])=O)=[CH:4][C:3]=1[F:11].[CH2:12]1[C@H:21]2[C@H:16]([CH2:17][CH2:18][C:19]3[CH:25]=[CH:24][CH:23]=[CH:22][C:20]=32)[NH:15][CH2:14][CH2:13]1.F[P-](F)(F)(F)(F)F.N1(OC(N(C)C)=[N+](C)C)C2N=CC=CC=2N=N1. The yield is 0.640. No catalyst specified. (5) The reactants are C(=O)([O-])[O-].[Na+].[Na+].CC1C=C(C)C=C(C)C=1S(O)(=O)=O.[C:20]([O:24][C:25](=[O:38])[NH:26][CH2:27][CH2:28][N:29]1[CH2:36][CH:35]2[O:37][CH:31]([CH2:32][NH:33][CH2:34]2)[CH2:30]1)([CH3:23])([CH3:22])[CH3:21].[O:39]1[CH2:41][C@H:40]1[CH2:42][O:43][C:44]1[CH:51]=[CH:50][C:47]([C:48]#[N:49])=[CH:46][CH:45]=1. The catalyst is O. The product is [C:48]([C:47]1[CH:50]=[CH:51][C:44]([O:43][CH2:42][C@@H:40]([OH:39])[CH2:41][N:33]2[CH2:32][CH:31]3[O:37][CH:35]([CH2:36][N:29]([CH2:28][CH2:27][NH:26][C:25](=[O:38])[O:24][C:20]([CH3:23])([CH3:21])[CH3:22])[CH2:30]3)[CH2:34]2)=[CH:45][CH:46]=1)#[N:49]. The yield is 0.870. (6) The reactants are Cl[C:2]1[C:10]2[N:9]=[C:8]3[N:11]([C:15]4[C:16]([CH3:24])=[N:17][C:18]([O:22][CH3:23])=[N:19][C:20]=4[CH3:21])[CH2:12][CH2:13][CH2:14][N:7]3[C:6]=2[C:5]([CH:25]([OH:30])[C:26]([F:29])([F:28])[F:27])=[CH:4][CH:3]=1. The catalyst is C(O)(=O)C.[Pd]. The product is [F:29][C:26]([F:27])([F:28])[CH:25]([C:5]1[C:6]2[N:7]3[CH2:14][CH2:13][CH2:12][N:11]([C:15]4[C:16]([CH3:24])=[N:17][C:18]([O:22][CH3:23])=[N:19][C:20]=4[CH3:21])[C:8]3=[N:9][C:10]=2[CH:2]=[CH:3][CH:4]=1)[OH:30]. The yield is 0.700. (7) The reactants are [C:1]([O:5][C:6](=[O:11])[NH:7][CH2:8][C:9]#[CH:10])([CH3:4])([CH3:3])[CH3:2].Cl.I[C:14]1[CH:15]=[C:16]2[C:21](=[CH:22][CH:23]=1)[N:20]=[CH:19][N:18]=[C:17]2[NH:24][C:25]1[CH:30]=[CH:29][C:28]([O:31][C:32]2[CH:33]=[N:34][C:35]([CH3:38])=[CH:36][CH:37]=2)=[C:27]([CH3:39])[CH:26]=1.C(NC(C)C)(C)C. The catalyst is C1COCC1.[Cu](I)I. The product is [C:1]([O:5][C:6](=[O:11])[NH:7][CH2:8][C:9]#[C:10][C:14]1[CH:15]=[C:16]2[C:21](=[CH:22][CH:23]=1)[N:20]=[CH:19][N:18]=[C:17]2[NH:24][C:25]1[CH:30]=[CH:29][C:28]([O:31][C:32]2[CH:33]=[N:34][C:35]([CH3:38])=[CH:36][CH:37]=2)=[C:27]([CH3:39])[CH:26]=1)([CH3:4])([CH3:3])[CH3:2]. The yield is 0.980. (8) The reactants are C([O:8][C:9](=[O:23])[C@H:10]1[CH2:14][C@H:13]([F:15])[CH2:12][N:11]1[C:16]([O:18][C:19]([CH3:22])([CH3:21])[CH3:20])=[O:17])C1C=CC=CC=1. The catalyst is [Pd].CO. The product is [C:19]([O:18][C:16]([N:11]1[CH2:12][C@@H:13]([F:15])[CH2:14][C@H:10]1[C:9]([OH:23])=[O:8])=[O:17])([CH3:22])([CH3:20])[CH3:21]. The yield is 0.870. (9) The reactants are [F:1][C:2]1[CH:3]=[C:4]([C:8]2[C:9]([O:23][CH3:24])=[C:10]([C:19]([O:21][CH3:22])=[O:20])[C:11]3[NH:12][C:13](=O)[CH:14]=[N:15][C:16]=3[CH:17]=2)[CH:5]=[CH:6][CH:7]=1.P(Cl)(Cl)([Cl:27])=O. No catalyst specified. The product is [Cl:27][C:13]1[CH:14]=[N:15][C:16]2[CH:17]=[C:8]([C:4]3[CH:5]=[CH:6][CH:7]=[C:2]([F:1])[CH:3]=3)[C:9]([O:23][CH3:24])=[C:10]([C:19]([O:21][CH3:22])=[O:20])[C:11]=2[N:12]=1. The yield is 0.861.